This data is from Experimentally validated miRNA-target interactions with 360,000+ pairs, plus equal number of negative samples. The task is: Binary Classification. Given a miRNA mature sequence and a target amino acid sequence, predict their likelihood of interaction. The miRNA is hsa-miR-4649-3p with sequence UCUGAGGCCUGCCUCUCCCCA. The protein sequence of the target gene is MGQAGCKGLCLSLFDYKTEKYVIAKNKKVGLLYRLLQASILAYLVVWVFLIKKGYQDVDTSLQSAVITKVKGVAFTNTSDLGQRIWDVADYVIPAQGENVFFVVTNLIVTPNQRQNVCAENEGIPDGACSKDSDCHAGEAVTAGNGVKTGRCLRRENLARGTCEIFAWCPLETSSRPEEPFLKEAEDFTIFIKNHIRFPKFNFSKSNVMDVKDRSFLKSCHFGPKNHYCPIFRLGSVIRWAGSDFQDIALEGGVIGINIEWNCDLDKAASECHPHYSFSRLDNKLSKSVSSGYNFRFARY.... Result: 0 (no interaction).